This data is from Full USPTO retrosynthesis dataset with 1.9M reactions from patents (1976-2016). The task is: Predict the reactants needed to synthesize the given product. (1) Given the product [N:38]([CH2:37][CH2:36][O:35][CH2:34][CH2:33][O:32][CH2:31][CH2:30][O:29][CH2:28][CH2:27][O:26][C:18]1[CH:17]=[C:16]([CH:15]2[O:93][CH2:84][CH2:83][O:82]2)[CH:21]=[C:20]([O:22][CH3:23])[C:19]=1[O:24][CH3:25])=[N+:39]=[N-:40], predict the reactants needed to synthesize it. The reactants are: O1C2C=CC(C3C(=O)OC(O)(C4C=CC(OC)=CC=4)C=3[CH2:15][C:16]3[CH:21]=[C:20]([O:22][CH3:23])[C:19]([O:24][CH3:25])=[C:18]([O:26][CH2:27][CH2:28][O:29][CH2:30][CH2:31][O:32][CH2:33][CH2:34][O:35][CH2:36][CH2:37][N:38]=[N+:39]=[N-:40])[CH:17]=3)=CC=2OC1.CCCCCCCCCCN.C1(P(C2C=CC=CC=2)C2C=CC=CC=2)C=CC=CC=1.C[O:82][C:83]1C(OC)=CC(C=O)=C[C:84]=1[OH:93]. (2) Given the product [C:45]([OH:44])(=[O:50])[CH2:46][C:42]([CH2:43][C:51]([OH:52])=[O:26])([C:6]([OH:8])=[O:7])[OH:41], predict the reactants needed to synthesize it. The reactants are: C(O)[C@H]1[O:7][C@H:6]([O:8][C@@H]([C@H](O)[C@@H](O)CO)[C@H](O)CO)[C@H](O)[C@@H](O)[C@@H]1O.C(O)[C@@H]([C@H]([C@@H](CO)O)O)[OH:26].C(O)[C@H]1O[C@@H]([O:41][C@H:42]2[C@H:46](O)[C@@:45]([OH:50])(CO)[O:44][C@@H:43]2[CH2:51][OH:52])[C@H](O)[C@@H](O)[C@H]1O. (3) Given the product [CH2:41]([O:40][C:38]([C:9]1[NH:8][C:12]2[C:13](=[O:37])[N:14]([CH3:36])[CH:15]=[C:16]([C:17]3[CH:22]=[C:21]([CH2:23][S:24]([CH3:27])(=[O:25])=[O:26])[CH:20]=[CH:19][C:18]=3[NH:28][C:29]3[CH:30]=[CH:31][C:32]([F:35])=[CH:33][CH:34]=3)[C:11]=2[CH:10]=1)=[O:39])[CH3:42], predict the reactants needed to synthesize it. The reactants are: C([N:8]1[C:12]2[C:13](=[O:37])[N:14]([CH3:36])[CH:15]=[C:16]([C:17]3[CH:22]=[C:21]([CH2:23][S:24]([CH3:27])(=[O:26])=[O:25])[CH:20]=[CH:19][C:18]=3[NH:28][C:29]3[CH:34]=[CH:33][C:32]([F:35])=[CH:31][CH:30]=3)[C:11]=2[CH:10]=[C:9]1[C:38]([O:40][CH2:41][CH3:42])=[O:39])C1C=CC=CC=1.C1(OC)C=CC=CC=1.OS(O)(=O)=O.C(O)(C(F)(F)F)=O. (4) The reactants are: Br[C:2]1[CH:7]=[CH:6][CH:5]=[C:4]([C:8]([CH3:11])([CH3:10])[CH3:9])[CH:3]=1.[CH2:12]([OH:16])[CH:13]=[CH:14][CH3:15].C(=O)([O-])[O-].[Na+].[Na+].C1(C)C=CC=CC=1P(C1C=CC=CC=1C)C1C=CC=CC=1C. Given the product [C:8]([C:4]1[CH:3]=[C:2]([CH:14]([CH3:15])[CH2:13][CH:12]=[O:16])[CH:7]=[CH:6][CH:5]=1)([CH3:11])([CH3:10])[CH3:9], predict the reactants needed to synthesize it. (5) Given the product [F:31][C:2]([F:1])([F:30])[S:3]([O:6][C:7]1[CH:8]=[CH:9][C:10]2[C:11](=[O:29])[C:12]3[C:17]([O:18][C:19]=2[CH:20]=1)=[CH:16][C:15]([N:32]1[CH2:37][CH2:36][CH2:35][CH2:34][CH2:33]1)=[CH:14][CH:13]=3)(=[O:4])=[O:5], predict the reactants needed to synthesize it. The reactants are: [F:1][C:2]([F:31])([F:30])[S:3]([O:6][C:7]1[CH:8]=[CH:9][C:10]2[C:11](=[O:29])[C:12]3[C:17]([O:18][C:19]=2[CH:20]=1)=[CH:16][C:15](OS(C(F)(F)F)(=O)=O)=[CH:14][CH:13]=3)(=[O:5])=[O:4].[NH:32]1[CH2:37][CH2:36][CH2:35][CH2:34][CH2:33]1. (6) Given the product [CH:1]1([C@H:6]2[CH2:11][CH2:10][C@H:9]([O:12][C:13]3[C:14]([I:30])=[C:15]4[C:20](=[CH:21][CH:22]=3)[CH:19]=[C:18]([C@:23]3([CH3:29])[CH2:27][O:26][C:25](=[O:28])[NH:24]3)[CH:17]=[CH:16]4)[CH2:8][CH2:7]2)[CH2:2][CH2:3][CH2:4][CH2:5]1, predict the reactants needed to synthesize it. The reactants are: [CH:1]1([C@H:6]2[CH2:11][CH2:10][C@H:9]([O:12][C:13]3[CH:14]=[C:15]4[C:20](=[CH:21][CH:22]=3)[CH:19]=[C:18]([C@:23]3([CH3:29])[CH2:27][O:26][C:25](=[O:28])[NH:24]3)[CH:17]=[CH:16]4)[CH2:8][CH2:7]2)[CH2:5][CH2:4][CH2:3][CH2:2]1.[I:30]N1C(=O)CCC1=O.C(Cl)Cl.